Task: Predict the product of the given reaction.. Dataset: Forward reaction prediction with 1.9M reactions from USPTO patents (1976-2016) (1) Given the reactants [Br:1][C:2]1[CH:3]=[C:4]([CH:7]=[CH:8][C:9]=1[OH:10])[C:5]#[N:6].CS(C)=O.C(=O)([O-])[O-].[K+].[K+].Br[CH2:22][CH2:23][F:24], predict the reaction product. The product is: [Br:1][C:2]1[CH:3]=[C:4]([CH:7]=[CH:8][C:9]=1[O:10][CH2:22][CH2:23][F:24])[C:5]#[N:6]. (2) Given the reactants [C:1]([O:5][C:6]([N:8]1[CH2:12][CH2:11][CH:10]([C:13](=[S:15])[NH2:14])[CH2:9]1)=[O:7])([CH3:4])([CH3:3])[CH3:2].[Cl:16][CH2:17][C:18]([CH2:20]Cl)=O.[O-]S([O-])(=O)=O.[Mg+2], predict the reaction product. The product is: [C:1]([O:5][C:6]([N:8]1[CH2:12][CH2:11][CH:10]([C:13]2[S:15][CH:20]=[C:18]([CH2:17][Cl:16])[N:14]=2)[CH2:9]1)=[O:7])([CH3:4])([CH3:2])[CH3:3].